This data is from Reaction yield outcomes from USPTO patents with 853,638 reactions. The task is: Predict the reaction yield, written as a fraction of the theoretical maximum amount of product (1.0 means a 100% yield; for example, 0.34 means a 34% yield). (1) The yield is 0.420. The catalyst is [Cu]I.O1CCOCC1. The product is [CH:5]([C:4]1[CH:7]=[CH:8][C:9]([O:10][CH3:11])=[C:2]([CH:3]=1)[O:1][C:13]1[CH:14]=[C:15]([CH:18]=[CH:19][CH:20]=1)[C:16]#[N:17])=[O:6]. The reactants are [OH:1][C:2]1[CH:3]=[C:4]([CH:7]=[CH:8][C:9]=1[O:10][CH3:11])[CH:5]=[O:6].I[C:13]1[CH:14]=[C:15]([CH:18]=[CH:19][CH:20]=1)[C:16]#[N:17].C(=O)([O-])[O-].[Cs+].[Cs+].CN(C)CC(O)=O. (2) The reactants are [F:1][C:2]1[CH:7]=[CH:6][C:5]([C:8]2[C:9](=[O:24])[NH:10][N:11]=[CH:12][C:13]=2[C:14]2[CH:19]=[CH:18][C:17]([S:20]([CH3:23])(=[O:22])=[O:21])=[CH:16][CH:15]=2)=[CH:4][CH:3]=1.[C:25]12([O:35][C:36](F)=[O:37])[CH2:34][CH:29]3[CH2:30][CH:31]([CH2:33][CH:27]([CH2:28]3)[CH2:26]1)[CH2:32]2.CN(C1C=CC=CN=1)C.C(N(CC)CC)C. The catalyst is C(Cl)Cl. The product is [C:25]12([O:35][C:36]([N:10]3[C:9](=[O:24])[C:8]([C:5]4[CH:6]=[CH:7][C:2]([F:1])=[CH:3][CH:4]=4)=[C:13]([C:14]4[CH:19]=[CH:18][C:17]([S:20]([CH3:23])(=[O:22])=[O:21])=[CH:16][CH:15]=4)[CH:12]=[N:11]3)=[O:37])[CH2:34][CH:29]3[CH2:30][CH:31]([CH2:33][CH:27]([CH2:28]3)[CH2:26]1)[CH2:32]2. The yield is 0.180. (3) The reactants are [NH2:1][C:2]1[CH:11]=[CH:10][C:5]([C:6]([O:8][CH3:9])=[O:7])=[CH:4][CH:3]=1.[I:12]Cl.C(=O)([O-])O.[Na+]. The catalyst is C(O)(=O)C. The product is [NH2:1][C:2]1[CH:3]=[CH:4][C:5]([C:6]([O:8][CH3:9])=[O:7])=[CH:10][C:11]=1[I:12]. The yield is 0.730.